Dataset: Full USPTO retrosynthesis dataset with 1.9M reactions from patents (1976-2016). Task: Predict the reactants needed to synthesize the given product. The reactants are: F[C:2]1[CH:9]=[C:8]([N:10]2[C:22]3[CH:21]=[CH:20][CH:19]=[C:18]([C:23]4[CH:24]=[N:25][C:26]5[C:31]([CH:32]=4)=[CH:30][CH:29]=[CH:28][CH:27]=5)[C:17]=3[C:16]3[C:11]2=[CH:12][CH:13]=[CH:14][CH:15]=3)[CH:7]=[CH:6][C:3]=1[C:4]#[N:5].C(=O)([O-])[O-].[K+].[K+].[NH2:39][CH2:40][C:41]1[CH:46]=[CH:45][CH:44]=[CH:43][N:42]=1.[OH-:47].[Na+].OO. Given the product [N:42]1[CH:43]=[CH:44][CH:45]=[CH:46][C:41]=1[CH2:40][NH:39][C:2]1[CH:9]=[C:8]([N:10]2[C:22]3[CH:21]=[CH:20][CH:19]=[C:18]([C:23]4[CH:24]=[N:25][C:26]5[C:31]([CH:32]=4)=[CH:30][CH:29]=[CH:28][CH:27]=5)[C:17]=3[C:16]3[C:11]2=[CH:12][CH:13]=[CH:14][CH:15]=3)[CH:7]=[CH:6][C:3]=1[C:4]([NH2:5])=[O:47], predict the reactants needed to synthesize it.